Dataset: Catalyst prediction with 721,799 reactions and 888 catalyst types from USPTO. Task: Predict which catalyst facilitates the given reaction. (1) Reactant: CN(C(ON1N=NC2C=CC=NC1=2)=[N+](C)C)C.F[P-](F)(F)(F)(F)F.CCN(C(C)C)C(C)C.[OH:34][C@H:35]([C:55]1[CH:60]=[CH:59][C:58]([O:61][CH3:62])=[CH:57][CH:56]=1)[C@H:36]([NH:40][C:41](=[O:54])[C@@H:42]([NH:44][C:45](=[O:53])[CH2:46][N:47]1[CH2:52][CH2:51][O:50][CH2:49][CH2:48]1)[CH3:43])[C:37](O)=[O:38].[NH2:63][C@@H:64]([CH2:71][CH:72]1[CH2:76][CH2:75][CH2:74][CH2:73]1)[C:65]([C@@:67]1([CH3:70])[CH2:69][O:68]1)=[O:66]. Product: [CH:72]1([CH2:71][C@H:64]([NH:63][C:37](=[O:38])[C@@H:36]([NH:40][C:41](=[O:54])[C@@H:42]([NH:44][C:45](=[O:53])[CH2:46][N:47]2[CH2:52][CH2:51][O:50][CH2:49][CH2:48]2)[CH3:43])[C@H:35]([OH:34])[C:55]2[CH:60]=[CH:59][C:58]([O:61][CH3:62])=[CH:57][CH:56]=2)[C:65]([C@@:67]2([CH3:70])[CH2:69][O:68]2)=[O:66])[CH2:73][CH2:74][CH2:75][CH2:76]1. The catalyst class is: 3. (2) The catalyst class is: 5. Reactant: O=[C:2]1[CH2:11][CH2:10][C:9]2[CH:8]=[C:7]([C:12]([O:14][CH3:15])=[O:13])[CH:6]=[CH:5][C:4]=2[CH2:3]1.Cl.[NH2:17][OH:18].C([O-])(=O)C.[Na+]. Product: [OH:18][N:17]=[C:2]1[CH2:11][CH2:10][C:9]2[CH:8]=[C:7]([C:12]([O:14][CH3:15])=[O:13])[CH:6]=[CH:5][C:4]=2[CH2:3]1.